This data is from Catalyst prediction with 721,799 reactions and 888 catalyst types from USPTO. The task is: Predict which catalyst facilitates the given reaction. (1) Reactant: Cl[C:2]1[C:7]2[C:8]3[CH2:16][CH2:15][C:14]4[C:10](=[CH:11][N:12]([CH2:17][CH2:18][N:19]5[CH2:24][CH2:23][N:22]([CH3:25])[CH2:21][CH2:20]5)[N:13]=4)[C:9]=3[S:26][C:6]=2[N:5]=[CH:4][N:3]=1.[Cl:27][C:28]1[CH:29]=[C:30]([CH:32]=[CH:33][C:34]=1[N:35]1[CH2:40][CH2:39][O:38][CH2:37][CH2:36]1)[NH2:31].Cl.O1CCOCC1. Product: [Cl:27][C:28]1[CH:29]=[C:30]([NH:31][C:2]2[N:3]=[CH:4][N:5]=[C:6]3[S:26][C:9]4[C:10]5[C:14]([CH2:15][CH2:16][C:8]=4[C:7]=23)=[N:13][N:12]([CH2:17][CH2:18][N:19]2[CH2:24][CH2:23][N:22]([CH3:25])[CH2:21][CH2:20]2)[CH:11]=5)[CH:32]=[CH:33][C:34]=1[N:35]1[CH2:36][CH2:37][O:38][CH2:39][CH2:40]1. The catalyst class is: 32. (2) Reactant: [F:1][C:2]([F:29])([F:28])[C:3]1[CH:4]=[C:5]([C@H:13]2[C@H:22]([C:23]([OH:25])=O)[C:21]3[C:16](=[CH:17][CH:18]=[CH:19][CH:20]=3)[C:15](=[O:26])[N:14]2[CH3:27])[CH:6]=[C:7]([C:9]([F:12])([F:11])[F:10])[CH:8]=1.C1CN([P+](ON2N=NC3C=CC=CC2=3)(N2CCCC2)N2CCCC2)CC1.F[P-](F)(F)(F)(F)F.[NH2:63][C:64]1[S:65][CH:66]=[CH:67][N:68]=1.C(N(CC)C(C)C)(C)C. Product: [F:10][C:9]([F:11])([F:12])[C:7]1[CH:6]=[C:5]([C@H:13]2[C@H:22]([C:23]([NH:63][C:64]3[S:65][CH:66]=[CH:67][N:68]=3)=[O:25])[C:21]3[C:16](=[CH:17][CH:18]=[CH:19][CH:20]=3)[C:15](=[O:26])[N:14]2[CH3:27])[CH:4]=[C:3]([C:2]([F:29])([F:28])[F:1])[CH:8]=1. The catalyst class is: 4. (3) Reactant: [Cl:1][C:2]1[CH:7]=[CH:6][C:5]([CH:8](O)[C:9]([O:11][CH2:12][CH3:13])=[O:10])=[CH:4][CH:3]=1.CCN(CC)CC.O(S(C)(=O)=O)S(C)(=O)=O.[NH2:31][C:32]1[CH:33]=[C:34]([CH3:40])[C:35](=[O:39])[N:36]([CH3:38])[CH:37]=1.C([O-])(O)=O.[Na+]. Product: [Cl:1][C:2]1[CH:7]=[CH:6][C:5]([CH:8]([NH:31][C:32]2[CH:33]=[C:34]([CH3:40])[C:35](=[O:39])[N:36]([CH3:38])[CH:37]=2)[C:9]([O:11][CH2:12][CH3:13])=[O:10])=[CH:4][CH:3]=1. The catalyst class is: 91. (4) Reactant: C([O:9][CH2:10][C@H:11]1[O:15][CH:14]([N:16]2[CH:24]=[N:23][C:22]3[C:17]2=[N:18][C:19]([NH2:29])=[N:20][C:21]=3[NH:25][CH:26]2[CH2:28][CH2:27]2)[CH2:13][O:12]1)(=O)C1C=CC=CC=1.N. The catalyst class is: 5. Product: [OH:9][CH2:10][C@H:11]1[O:15][CH:14]([N:16]2[CH:24]=[N:23][C:22]3[C:17]2=[N:18][C:19]([NH2:29])=[N:20][C:21]=3[NH:25][CH:26]2[CH2:28][CH2:27]2)[CH2:13][O:12]1. (5) Reactant: S(Cl)([Cl:3])=O.[Cl:5][C:6]1[CH:7]=[C:8]2[C:12](=[CH:13][CH:14]=1)[NH:11][C:10](=[O:15])[C:9]2(O)[C:16]1[CH:21]=[CH:20][CH:19]=[CH:18][C:17]=1[O:22][CH3:23].N1C=CC=CC=1.O. Product: [Cl:3][C:9]1([C:16]2[CH:21]=[CH:20][CH:19]=[CH:18][C:17]=2[O:22][CH3:23])[C:8]2[C:12](=[CH:13][CH:14]=[C:6]([Cl:5])[CH:7]=2)[NH:11][C:10]1=[O:15]. The catalyst class is: 2.